From a dataset of Peptide-MHC class I binding affinity with 185,985 pairs from IEDB/IMGT. Regression. Given a peptide amino acid sequence and an MHC pseudo amino acid sequence, predict their binding affinity value. This is MHC class I binding data. The binding affinity (normalized) is 0.0847. The peptide sequence is IQKGMFVVK. The MHC is HLA-B18:01 with pseudo-sequence HLA-B18:01.